This data is from Reaction yield outcomes from USPTO patents with 853,638 reactions. The task is: Predict the reaction yield, written as a fraction of the theoretical maximum amount of product (1.0 means a 100% yield; for example, 0.34 means a 34% yield). (1) The reactants are [Br:1][C:2]1[CH:11]=[C:10]2[C:5]([C:6]([OH:12])=[CH:7][CH:8]=[N:9]2)=[CH:4][CH:3]=1.C(O)(=O)CC.[N+:18]([O-])([OH:20])=[O:19]. No catalyst specified. The product is [Br:1][C:2]1[CH:11]=[C:10]2[C:5]([C:6]([OH:12])=[C:7]([N+:18]([O-:20])=[O:19])[CH:8]=[N:9]2)=[CH:4][CH:3]=1. The yield is 0.630. (2) The reactants are [Br:1][C:2]1[C:3]([F:17])=[C:4]([NH:9]C(=O)OC(C)(C)C)[CH:5]=[C:6]([CH3:8])[CH:7]=1.Cl.[OH-].[Na+]. The catalyst is C(O)(C)C.O. The product is [Br:1][C:2]1[C:3]([F:17])=[C:4]([CH:5]=[C:6]([CH3:8])[CH:7]=1)[NH2:9]. The yield is 0.900. (3) The reactants are Br[C:2]([Br:5])([CH3:4])C.[C:6]1(=[O:16])[NH:10][C:9](=[O:11])[C:8]2=[CH:12][CH:13]=[CH:14][CH:15]=[C:7]12.[K].[CH3:18]N(C=O)C. No catalyst specified. The product is [Br:5][CH2:2][CH2:4][CH2:18][N:10]1[C:6](=[O:16])[C:7]2[C:8](=[CH:12][CH:13]=[CH:14][CH:15]=2)[C:9]1=[O:11]. The yield is 0.490. (4) The reactants are [O-]CC.[Na+].[Cl:5][C:6]1[C:7]([NH:12][NH2:13])=[N:8][CH:9]=[CH:10][CH:11]=1.[C:14](OCC)(=[O:22])/[CH:15]=[CH:16]\[C:17]([O:19][CH2:20][CH3:21])=[O:18].C(O)(=O)C. The catalyst is O.C(O)C. The product is [Cl:5][C:6]1[C:7]([N:12]2[CH:16]([C:17]([O:19][CH2:20][CH3:21])=[O:18])[CH2:15][C:14](=[O:22])[NH:13]2)=[N:8][CH:9]=[CH:10][CH:11]=1. The yield is 0.520.